Dataset: Catalyst prediction with 721,799 reactions and 888 catalyst types from USPTO. Task: Predict which catalyst facilitates the given reaction. (1) Reactant: [Cl:1][C:2]1[N:7]=[CH:6][C:5]([OH:8])=[CH:4][CH:3]=1.[H-].[Na+].Cl[CH2:12][O:13][CH3:14]. Product: [Cl:1][C:2]1[CH:3]=[CH:4][C:5]([O:8][CH2:12][O:13][CH3:14])=[CH:6][N:7]=1. The catalyst class is: 9. (2) Reactant: Cl.N1C=[CH:6][CH:5]=[CH:4][CH:3]=1.C(OC)(OC)(OC)CCC.[Cl:18][C:19]1[C:28]([NH2:29])=[C:27]([NH:30][CH2:31][CH2:32][C:33]2[O:37][N:36]=[C:35]([C:38]3[CH:43]=[CH:42][C:41]([F:44])=[CH:40][CH:39]=3)[CH:34]=2)[C:26]2[C:21](=[CH:22][CH:23]=[CH:24][CH:25]=2)[N:20]=1. Product: [Cl:18][C:19]1[C:28]2[N:29]=[C:3]([CH2:4][CH2:5][CH3:6])[N:30]([CH2:31][CH2:32][C:33]3[O:37][N:36]=[C:35]([C:38]4[CH:39]=[CH:40][C:41]([F:44])=[CH:42][CH:43]=4)[CH:34]=3)[C:27]=2[C:26]2[CH:25]=[CH:24][CH:23]=[CH:22][C:21]=2[N:20]=1. The catalyst class is: 11.